Dataset: Full USPTO retrosynthesis dataset with 1.9M reactions from patents (1976-2016). Task: Predict the reactants needed to synthesize the given product. (1) Given the product [CH3:1][O:2][C:3](=[O:19])[C:4]1[CH:12]=[C:11]([O:13][CH2:14][CH2:15][CH2:16][CH:17]=[CH2:18])[CH:10]=[C:6]([C:7]([NH:30][CH2:29][CH:28]([O:31][CH3:32])[O:27][CH3:26])=[O:9])[CH:5]=1, predict the reactants needed to synthesize it. The reactants are: [CH3:1][O:2][C:3](=[O:19])[C:4]1[CH:12]=[C:11]([O:13][CH2:14][CH2:15][CH2:16][CH:17]=[CH2:18])[CH:10]=[C:6]([C:7]([OH:9])=O)[CH:5]=1.C(Cl)(=O)C(Cl)=O.[CH3:26][O:27][CH:28]([O:31][CH3:32])[CH2:29][NH2:30].C(=O)([O-])[O-].[Na+].[Na+].[Cl-].[Na+]. (2) The reactants are: NC1[CH:3]=[C:4](B(O)O)[CH:5]=[C:6]([C:8]([O:10][CH3:11])=[O:9])[CH:7]=1.[C:15](=O)([O-])[O-].[K+].[K+]. Given the product [CH3:15][CH2:11][O:10][C:8]([CH3:6])=[O:9].[CH3:3][CH2:4][CH2:5][CH:6]([CH3:8])[CH3:7], predict the reactants needed to synthesize it. (3) Given the product [OH:23][NH:22][C:7]1[N:6]([CH2:5][C:4]2[CH:18]=[CH:19][CH:20]=[CH:21][C:3]=2[O:2][CH3:1])[CH2:15][C:14]2[C:9](=[CH:10][CH:11]=[CH:12][CH:13]=2)[N:8]=1, predict the reactants needed to synthesize it. The reactants are: [CH3:1][O:2][C:3]1[CH:21]=[CH:20][CH:19]=[CH:18][C:4]=1[CH2:5][N:6]1[CH2:15][C:14]2[C:9](=[CH:10][CH:11]=[CH:12][CH:13]=2)[N:8]=[C:7]1SC.[NH2:22][OH:23]. (4) Given the product [Cl:1][C:2]1[CH:3]=[C:4](/[CH:9]=[CH:10]/[CH2:11][N:12]2[C:20]3[C:15](=[CH:16][CH:17]=[CH:18][CH:19]=3)[C:14](=[O:26])[C:13]2=[O:27])[CH:5]=[CH:6][C:7]=1[Cl:8], predict the reactants needed to synthesize it. The reactants are: [Cl:1][C:2]1[CH:3]=[C:4](/[CH:9]=[CH:10]/[CH2:11][N:12]2[C:20]3[C:15](=[CH:16][C:17](OC(F)(F)F)=[CH:18][CH:19]=3)[C:14](=[O:26])[C:13]2=[O:27])[CH:5]=[CH:6][C:7]=1[Cl:8].N1C2C(=CC=CC=2)C(=O)C1=O.ClC1C=CC(/C=C/CCl)=CC=1Cl. (5) Given the product [CH3:16][NH:17][C:18]([C:19]1[CH:24]=[CH:23][C:22]([N:25]2[C:26]3([CH2:29][CH2:28][CH2:27]3)[C:30](=[O:34])[N:1]([C:4]3[CH:11]=[CH:10][C:7]([C:8]#[N:9])=[C:6]([C:12]([F:13])([F:15])[F:14])[CH:5]=3)[C:2]2=[S:3])=[CH:21][C:20]=1[F:32])=[O:33], predict the reactants needed to synthesize it. The reactants are: [N:1]([C:4]1[CH:11]=[CH:10][C:7]([C:8]#[N:9])=[C:6]([C:12]([F:15])([F:14])[F:13])[CH:5]=1)=[C:2]=[S:3].[CH3:16][NH:17][C:18](=[O:33])[C:19]1[CH:24]=[CH:23][C:22]([NH:25][C:26]2([C:30]#N)[CH2:29][CH2:28][CH2:27]2)=[CH:21][C:20]=1[F:32].[OH2:34].